From a dataset of Forward reaction prediction with 1.9M reactions from USPTO patents (1976-2016). Predict the product of the given reaction. (1) Given the reactants [CH3:1][C@H:2]1[CH2:7][CH2:6][CH2:5][CH2:4][N:3]1[C:8]1[N:12]2[CH:13]=[C:14]([O:17][C@H:18]3[C:27]4[C:22](=[CH:23][CH:24]=[CH:25][CH:26]=4)[C@@H:21]([NH2:28])[CH2:20][CH2:19]3)[CH:15]=[CH:16][C:11]2=[N:10][N:9]=1.ClC(Cl)(Cl)C[O:32][C:33](=O)[NH:34][C:35]1[N:39]([C:40]2[CH:41]=[N:42][N:43]([CH2:45][CH2:46][O:47][CH:48]3[CH2:53][CH2:52][CH2:51][CH2:50][O:49]3)[CH:44]=2)[N:38]=[C:37]([C:54]([CH3:57])([CH3:56])[CH3:55])[CH:36]=1.CCN(C(C)C)C(C)C, predict the reaction product. The product is: [C:54]([C:37]1[CH:36]=[C:35]([NH:34][C:33]([NH:28][C@@H:21]2[C:22]3[C:27](=[CH:26][CH:25]=[CH:24][CH:23]=3)[C@H:18]([O:17][C:14]3[CH:15]=[CH:16][C:11]4[N:12]([C:8]([N:3]5[CH2:4][CH2:5][CH2:6][CH2:7][C@@H:2]5[CH3:1])=[N:9][N:10]=4)[CH:13]=3)[CH2:19][CH2:20]2)=[O:32])[N:39]([C:40]2[CH:41]=[N:42][N:43]([CH2:45][CH2:46][O:47][CH:48]3[CH2:53][CH2:52][CH2:51][CH2:50][O:49]3)[CH:44]=2)[N:38]=1)([CH3:57])([CH3:55])[CH3:56]. (2) Given the reactants [C:1]([O:5][C:6]([N:8]1[CH2:12][CH2:11][CH2:10][C@H:9]1[C:13]([OH:15])=O)=[O:7])([CH3:4])([CH3:3])[CH3:2].[F:16][C:17]([F:37])([F:36])[C:18]1[CH:23]=[CH:22][C:21]([S:24]([N:27]2[CH2:31][C@@H:30]3[C@@H:32]([NH2:35])[CH2:33][CH2:34][C@@H:29]3[CH2:28]2)(=[O:26])=[O:25])=[CH:20][CH:19]=1.F[C:39](F)(F)[C:40]1C=C(S(N2C[C@H]3[C@H](N)CC[C@H]3C2)(=O)=O)C=[CH:44][CH:45]=1, predict the reaction product. The product is: [CH:11]1([CH2:10][C@H:9]([NH:8][C:6](=[O:7])[O:5][C:1]([CH3:2])([CH3:3])[CH3:4])[C:13](=[O:15])[NH:35][C@@H:32]2[C@@H:30]3[C@@H:29]([CH2:28][N:27]([S:24]([C:21]4[CH:20]=[CH:19][C:18]([C:17]([F:16])([F:36])[F:37])=[CH:23][CH:22]=4)(=[O:25])=[O:26])[CH2:31]3)[CH2:34][CH2:33]2)[CH2:12][CH2:44][CH2:45][CH2:40][CH2:39]1.